Predict the product of the given reaction. From a dataset of Forward reaction prediction with 1.9M reactions from USPTO patents (1976-2016). (1) The product is: [Cl:1][C:2]1[N:11]=[C:10]([NH:24][C:25]2[CH:30]=[CH:29][CH:28]=[CH:27][CH:26]=2)[C:9]2[C:4](=[C:5]([O:13][CH3:14])[CH:6]=[CH:7][CH:8]=2)[N:3]=1. Given the reactants [Cl:1][C:2]1[N:11]=[C:10](Cl)[C:9]2[C:4](=[C:5]([O:13][CH3:14])[CH:6]=[CH:7][CH:8]=2)[N:3]=1.C(N(CC)C(C)C)(C)C.[NH2:24][C:25]1[CH:30]=[CH:29][CH:28]=[CH:27][CH:26]=1, predict the reaction product. (2) Given the reactants [H-].[Al+3].[Li+].[H-].[H-].[H-].[N:7]1([C:12]2[N:16]([C:17]([CH3:20])([CH3:19])[CH3:18])[N:15]=[CH:14][C:13]=2[C:21](OCC)=[O:22])[CH:11]=[CH:10][CH:9]=[CH:8]1.O, predict the reaction product. The product is: [N:7]1([C:12]2[N:16]([C:17]([CH3:18])([CH3:19])[CH3:20])[N:15]=[CH:14][C:13]=2[CH2:21][OH:22])[CH:8]=[CH:9][CH:10]=[CH:11]1. (3) Given the reactants [NH2:1][C:2]1[N:3]([C:16]2[CH:21]=[CH:20][CH:19]=[C:18]([N+:22]([O-])=O)[CH:17]=2)[N:4]=[C:5]2[C:14]3[CH:13]=[CH:12][CH:11]=[CH:10][C:9]=3[NH:8][C:7](=[O:15])[C:6]=12.O1CCCC1, predict the reaction product. The product is: [NH2:1][C:2]1[N:3]([C:16]2[CH:21]=[CH:20][CH:19]=[C:18]([NH2:22])[CH:17]=2)[N:4]=[C:5]2[C:14]3[CH:13]=[CH:12][CH:11]=[CH:10][C:9]=3[NH:8][C:7](=[O:15])[C:6]=12. (4) The product is: [CH3:31][N:27]1[CH2:26][CH2:25][CH:24]([C:9]2[N:8]=[C:7]([N:3]3[CH2:4][CH2:5][CH2:6][C@H:2]3[CH3:1])[N:12]=[C:11]([NH:13][C:14]3[CH:19]=[C:18]([C:20]([F:21])([F:23])[F:22])[CH:17]=[CH:16][N:15]=3)[CH:10]=2)[CH2:29][CH2:28]1. Given the reactants [CH3:1][C@@H:2]1[CH2:6][CH2:5][CH2:4][N:3]1[C:7]1[N:12]=[C:11]([NH:13][C:14]2[CH:19]=[C:18]([C:20]([F:23])([F:22])[F:21])[CH:17]=[CH:16][N:15]=2)[CH:10]=[C:9]([CH:24]2[CH2:29][CH2:28][NH:27][CH2:26][CH2:25]2)[N:8]=1.O1CCOC[CH2:31]1.C=O, predict the reaction product. (5) Given the reactants [CH3:1][Si](C=[N+]=[N-])(C)C.[N+:8]([C:11]1[CH:12]=[C:13]([CH:36]=[CH:37][CH:38]=1)[CH2:14][C:15]1[C:16](=[O:35])[O:17][C:18]2[CH:28]=[C:27]([O:29][C:30](=[O:34])[N:31]([CH3:33])[CH3:32])[CH:26]=[CH:25][C:19]=2[C:20]=1[CH2:21][C:22]([OH:24])=[O:23])([O-:10])=[O:9].ClCCl.C(O)(=O)C, predict the reaction product. The product is: [CH3:1][O:23][C:22](=[O:24])[CH2:21][C:20]1[C:19]2[CH:25]=[CH:26][C:27]([O:29][C:30](=[O:34])[N:31]([CH3:32])[CH3:33])=[CH:28][C:18]=2[O:17][C:16](=[O:35])[C:15]=1[CH2:14][C:13]1[CH:36]=[CH:37][CH:38]=[C:11]([N+:8]([O-:10])=[O:9])[CH:12]=1. (6) Given the reactants [N:1]1[C:5]2[CH:6]=[CH:7][CH:8]=[CH:9][C:4]=2[NH:3][C:2]=1[C:10]([OH:12])=O.CN(C(ON1N=[N:28][C:23]2[CH:24]=[CH:25][CH:26]=[CH:27][C:22]1=2)=[N+](C)C)C.[B-](F)(F)(F)F.[CH:35]1[CH:36]=[CH:37]C2N(O)N=[N:41][C:39]=2[CH:40]=1.[CH3:45]CN(C(C)C)C(C)C.[OH2:54], predict the reaction product. The product is: [N:41]1[CH:37]=[CH:36][CH:35]=[C:40]([O:54][C:26]2[CH:27]=[CH:22][C:23]([NH:28][C:10]([C:2]3[NH:1][C:5]4[CH:6]=[CH:7][CH:8]=[C:9]([CH3:45])[C:4]=4[N:3]=3)=[O:12])=[CH:24][CH:25]=2)[CH:39]=1.